From a dataset of Full USPTO retrosynthesis dataset with 1.9M reactions from patents (1976-2016). Predict the reactants needed to synthesize the given product. (1) Given the product [ClH:1].[ClH:34].[Cl:1][C:2]1[CH:7]=[CH:6][CH:5]=[CH:4][C:3]=1[CH2:8][CH2:9][N:10]1[CH2:14][CH2:13][C@@H:12]([NH:15][C:16]2[N:17]=[CH:18][C:19](/[CH:22]=[CH:23]/[C:24]([NH:26][OH:27])=[O:25])=[N:20][CH:21]=2)[CH2:11]1, predict the reactants needed to synthesize it. The reactants are: [Cl:1][C:2]1[CH:7]=[CH:6][CH:5]=[CH:4][C:3]=1[CH2:8][CH2:9][N:10]1[CH2:14][CH2:13][C@@H:12]([NH:15][C:16]2[N:17]=[CH:18][C:19](/[CH:22]=[CH:23]/[C:24]([NH:26][O:27]C3CCCCO3)=[O:25])=[N:20][CH:21]=2)[CH2:11]1.[ClH:34]. (2) Given the product [I:1][C:2]1[C:3](=[O:21])[C:4]2[C:9]([O:10][C:11]=1[C:12]1[CH:17]=[CH:16][CH:15]=[CH:14][CH:13]=1)=[C:8]1[N:18]([CH3:25])[N:19]=[CH:20][C:7]1=[CH:6][CH:5]=2, predict the reactants needed to synthesize it. The reactants are: [I:1][C:2]1[C:3](=[O:21])[C:4]2[C:9]([O:10][C:11]=1[C:12]1[CH:17]=[CH:16][CH:15]=[CH:14][CH:13]=1)=[C:8]1[NH:18][N:19]=[CH:20][C:7]1=[CH:6][CH:5]=2.[H-].[Na+].I[CH3:25]. (3) Given the product [C:15]1([C:5]2[N:6]([CH2:7][O:8][CH2:9][CH2:10][Si:11]([CH3:14])([CH3:13])[CH3:12])[C:2]([Sn:36]([CH2:37][CH2:38][CH2:39][CH3:40])([CH2:41][CH2:42][CH2:43][CH3:44])[CH2:32][CH2:33][CH2:34][CH3:35])=[C:3]([C:21]3[CH:26]=[CH:25][N:24]=[CH:23][CH:22]=3)[N:4]=2)[CH:20]=[CH:19][CH:18]=[CH:17][CH:16]=1, predict the reactants needed to synthesize it. The reactants are: Br[C:2]1[N:6]([CH2:7][O:8][CH2:9][CH2:10][Si:11]([CH3:14])([CH3:13])[CH3:12])[C:5]([C:15]2[CH:20]=[CH:19][CH:18]=[CH:17][CH:16]=2)=[N:4][C:3]=1[C:21]1[CH:26]=[CH:25][N:24]=[CH:23][CH:22]=1.[Li]C(C)(C)C.[CH2:32]([Sn:36](Cl)([CH2:41][CH2:42][CH2:43][CH3:44])[CH2:37][CH2:38][CH2:39][CH3:40])[CH2:33][CH2:34][CH3:35].C(=O)([O-])O.[Na+]. (4) Given the product [SH:4][CH:5]([CH3:13])[CH:6]([CH3:12])[C:7]([O:9][CH2:10][CH3:11])=[O:8], predict the reactants needed to synthesize it. The reactants are: C([S:4][CH:5]([CH3:13])[CH:6]([CH3:12])[C:7]([O:9][CH2:10][CH3:11])=[O:8])(=O)C.[O-]CC.[Na+].C(O)(=O)C.